Dataset: Full USPTO retrosynthesis dataset with 1.9M reactions from patents (1976-2016). Task: Predict the reactants needed to synthesize the given product. (1) Given the product [CH:2]([CH:5]1[CH:23]2[C:22]3[C:27]([CH:26]1[CH2:25][CH2:24]2)=[CH:18][CH:13]=[CH:12][C:16]=3[NH:15][C:10]([C:12]1[C:13]([CH:18]([F:19])[F:20])=[N:14][N:15]([CH3:17])[CH:16]=1)=[O:11])([CH3:3])[CH3:1], predict the reactants needed to synthesize it. The reactants are: [CH3:1][C:2]([CH3:5])([O-])[CH3:3].[K+].C(O[C:10]([C:12]1[C:13]([CH:18]([F:20])[F:19])=[N:14][N:15]([CH3:17])[CH:16]=1)=[O:11])C.Cl[C:22]1[CH:27]=[CH:26][CH:25]=[CH:24][CH:23]=1. (2) Given the product [CH3:12][O:13][CH2:14][CH2:15][CH2:16][N:17]1[C:22]2[CH:23]=[C:24]([CH2:27][O:28][C@@H:29]3[C@@H:34]([C:35]4[CH:36]=[CH:37][C:38]([CH2:41][OH:42])=[CH:39][CH:40]=4)[C@H:33]([O:43][Si:44]([CH:51]([CH3:53])[CH3:52])([CH:48]([CH3:50])[CH3:49])[CH:45]([CH3:46])[CH3:47])[CH2:32][N:31]([S:7]([C:2]4[CH:1]=[CH:6][C:5]([CH3:54])=[CH:4][CH:3]=4)(=[O:8])=[O:9])[CH2:30]3)[CH:25]=[CH:26][C:21]=2[O:20][CH2:19][CH2:18]1, predict the reactants needed to synthesize it. The reactants are: [C:1]1(C)[C:2]([S:7](Cl)(=[O:9])=[O:8])=[CH:3][CH:4]=[CH:5][CH:6]=1.[CH3:12][O:13][CH2:14][CH2:15][CH2:16][N:17]1[C:22]2[CH:23]=[C:24]([CH2:27][O:28][C@@H:29]3[C@@H:34]([C:35]4[CH:40]=[CH:39][C:38]([CH2:41][OH:42])=[CH:37][CH:36]=4)[C@H:33]([O:43][Si:44]([CH:51]([CH3:53])[CH3:52])([CH:48]([CH3:50])[CH3:49])[CH:45]([CH3:47])[CH3:46])[CH2:32][NH:31][CH2:30]3)[CH:25]=[CH:26][C:21]=2[O:20][CH2:19][CH2:18]1.[C:54](OCC)(=O)C. (3) Given the product [CH3:1][C:2]1[CH:3]=[CH:4][C:5]([C:8]2[CH:9]=[C:10]([CH:15]=[C:16]([C:18]3[N:22]([CH3:23])[N:21]=[N:20][CH:19]=3)[CH:17]=2)[C:11]([OH:13])=[O:12])=[N:6][CH:7]=1, predict the reactants needed to synthesize it. The reactants are: [CH3:1][C:2]1[CH:3]=[CH:4][C:5]([C:8]2[CH:9]=[C:10]([CH:15]=[C:16]([C:18]3[N:22]([CH3:23])[N:21]=[N:20][CH:19]=3)[CH:17]=2)[C:11]([O:13]C)=[O:12])=[N:6][CH:7]=1.[OH-].[Na+].O.Cl. (4) The reactants are: [NH2:1][C:2]1[C:7]([O:8][CH2:9][C:10]2[CH:15]=[CH:14][CH:13]=[CH:12][CH:11]=2)=[CH:6][CH:5]=[CH:4][N:3]=1.[CH2:16]([N+:20]#[C-:21])[CH2:17][CH2:18][CH3:19].[OH:22][C:23]1[CH:24]=[C:25]([CH:28]=[CH:29][CH:30]=1)[CH:26]=O. Given the product [CH2:9]([O:8][C:7]1[C:2]2[N:3]([C:21]([NH:20][CH2:16][CH2:17][CH2:18][CH3:19])=[C:26]([C:25]3[CH:24]=[C:23]([OH:22])[CH:30]=[CH:29][CH:28]=3)[N:1]=2)[CH:4]=[CH:5][CH:6]=1)[C:10]1[CH:11]=[CH:12][CH:13]=[CH:14][CH:15]=1, predict the reactants needed to synthesize it. (5) Given the product [CH3:1][O:2][C:3]1[CH:4]=[C:5]2[C:9](=[CH:10][CH:11]=1)[N:8]([CH3:12])[CH:7]=[C:6]2[CH2:13][NH:16][CH3:15], predict the reactants needed to synthesize it. The reactants are: [CH3:1][O:2][C:3]1[CH:4]=[C:5]2[C:9](=[CH:10][CH:11]=1)[N:8]([CH3:12])[CH:7]=[C:6]2[CH:13]=O.[CH3:15][N:16]1C2C(=CC=CC=2)C(C)=C1C=O. (6) Given the product [Cl:1][C:2]1[CH:3]=[CH:4][C:5]([NH:8][C:9](=[O:15])[O:10][C:11]([CH3:12])([CH3:14])[CH3:13])=[C:6]([CH:25]([C:24]2[C:27]([O:31][CH3:32])=[CH:28][CH:29]=[CH:30][C:23]=2[O:22][CH3:21])[OH:26])[CH:7]=1, predict the reactants needed to synthesize it. The reactants are: [Cl:1][C:2]1[CH:7]=[CH:6][C:5]([NH:8][C:9](=[O:15])[O:10][C:11]([CH3:14])([CH3:13])[CH3:12])=[CH:4][CH:3]=1.C([Li])(CC)C.[CH3:21][O:22][C:23]1[CH:30]=[CH:29][CH:28]=[C:27]([O:31][CH3:32])[C:24]=1[CH:25]=[O:26].[Cl-].[NH4+].